From a dataset of Catalyst prediction with 721,799 reactions and 888 catalyst types from USPTO. Predict which catalyst facilitates the given reaction. Reactant: Cl[C:2]1[CH:7]=[C:6]([Cl:8])[N:5]=[N:4][C:3]=1[C:9]([O:11][CH2:12][CH3:13])=[O:10].[CH3:14][O:15][C:16]1[CH:17]=[CH:18][C:19]([NH2:25])=[N:20][C:21]=1[CH2:22][CH2:23][CH3:24]. Product: [Cl:8][C:6]1[N:5]=[N:4][C:3]([C:9]([O:11][CH2:12][CH3:13])=[O:10])=[C:2]([NH:25][C:19]2[CH:18]=[CH:17][C:16]([O:15][CH3:14])=[C:21]([CH2:22][CH2:23][CH3:24])[N:20]=2)[CH:7]=1. The catalyst class is: 10.